From a dataset of Forward reaction prediction with 1.9M reactions from USPTO patents (1976-2016). Predict the product of the given reaction. (1) Given the reactants [NH2:1][C@H:2]([C:34]1[CH:39]=[CH:38][CH:37]=[CH:36][CH:35]=1)[CH2:3][N:4]1[C:9](=[O:10])[C:8]([C:11]2[CH:16]=[CH:15][CH:14]=[C:13]([O:17][CH3:18])[C:12]=2[F:19])=[C:7]([CH3:20])[N:6]([CH2:21][C:22]2[C:27]([S:28]([CH3:31])(=[O:30])=[O:29])=[CH:26][CH:25]=[CH:24][C:23]=2[F:32])[C:5]1=[O:33].C(=O)([O-])[O-].[Na+].[Na+].Br[CH2:47][CH2:48][CH2:49][N:50]1[C:54](=[O:55])[C:53]2=[CH:56][CH:57]=[CH:58][CH:59]=[C:52]2[C:51]1=[O:60].C(OCC)(=O)C, predict the reaction product. The product is: [C:51]1(=[O:60])[N:50]([CH2:49][CH2:48][CH2:47][NH:1][C@H:2]([C:34]2[CH:35]=[CH:36][CH:37]=[CH:38][CH:39]=2)[CH2:3][N:4]2[C:9](=[O:10])[C:8]([C:11]3[CH:16]=[CH:15][CH:14]=[C:13]([O:17][CH3:18])[C:12]=3[F:19])=[C:7]([CH3:20])[N:6]([CH2:21][C:22]3[C:27]([S:28]([CH3:31])(=[O:30])=[O:29])=[CH:26][CH:25]=[CH:24][C:23]=3[F:32])[C:5]2=[O:33])[C:54](=[O:55])[C:53]2=[CH:56][CH:57]=[CH:58][CH:59]=[C:52]12. (2) Given the reactants [CH3:1][C:2]([CH3:16])=[CH:3][SiH2:4][CH2:5][CH2:6][CH2:7][CH2:8][CH2:9][CH2:10][CH2:11][CH2:12][CH2:13][CH2:14][OH:15].[C:17]1(C)[C:18]([S:23](Cl)(=[O:25])=[O:24])=[CH:19][CH:20]=[CH:21][CH:22]=1.N1C=CC=C[CH:29]=1, predict the reaction product. The product is: [CH3:1][C:2]([CH3:16])=[CH:3][SiH2:4][CH2:5][CH2:6][CH2:7][CH2:8][CH2:9][CH2:10][CH2:11][CH2:12][CH2:13][CH2:14][O:15][S:23]([C:18]1[CH:17]=[CH:22][C:21]([CH3:29])=[CH:20][CH:19]=1)(=[O:24])=[O:25].